From a dataset of Full USPTO retrosynthesis dataset with 1.9M reactions from patents (1976-2016). Predict the reactants needed to synthesize the given product. (1) Given the product [Cl:1][C:2]1[N:7]=[CH:6][C:5]([S:8]([NH:12][C:13]2[S:14][CH:15]=[CH:16][N:17]=2)(=[O:10])=[O:9])=[CH:4][CH:3]=1, predict the reactants needed to synthesize it. The reactants are: [Cl:1][C:2]1[N:7]=[CH:6][C:5]([S:8](Cl)(=[O:10])=[O:9])=[CH:4][CH:3]=1.[NH2:12][C:13]1[S:14][CH:15]=[CH:16][N:17]=1. (2) Given the product [C:32]([O:35][CH2:36][C:37]([N:29]1[CH2:30][CH2:31][CH:26]([N:24]2[CH:25]=[C:21]([C:7]3[C:6]4[C:10](=[CH:11][C:3]([F:2])=[CH:4][CH:5]=4)[N:9]([S:12]([C:15]4[CH:16]=[CH:17][CH:18]=[CH:19][CH:20]=4)(=[O:13])=[O:14])[CH:8]=3)[CH:22]=[N:23]2)[CH2:27][CH2:28]1)=[O:38])(=[O:34])[CH3:33], predict the reactants needed to synthesize it. The reactants are: Cl.[F:2][C:3]1[CH:11]=[C:10]2[C:6]([C:7]([C:21]3[CH:22]=[N:23][N:24]([CH:26]4[CH2:31][CH2:30][NH:29][CH2:28][CH2:27]4)[CH:25]=3)=[CH:8][N:9]2[S:12]([C:15]2[CH:20]=[CH:19][CH:18]=[CH:17][CH:16]=2)(=[O:14])=[O:13])=[CH:5][CH:4]=1.[C:32]([O:35][CH2:36][C:37](Cl)=[O:38])(=[O:34])[CH3:33].